Predict the reactants needed to synthesize the given product. From a dataset of Full USPTO retrosynthesis dataset with 1.9M reactions from patents (1976-2016). (1) Given the product [C:12]([C:14]1[CH:15]=[C:16]([NH:17][C:5]2[N:6]=[CH:7][CH:8]=[CH:9][C:4]=2[C:3]([O:2][CH3:1])=[O:11])[CH:18]=[CH:19][C:20]=1[F:21])#[N:13], predict the reactants needed to synthesize it. The reactants are: [CH3:1][O:2][C:3](=[O:11])[C:4]1[CH:9]=[CH:8][CH:7]=[N:6][C:5]=1F.[C:12]([C:14]1[CH:15]=[C:16]([CH:18]=[CH:19][C:20]=1[F:21])[NH2:17])#[N:13]. (2) Given the product [CH2:13]([O:10][CH2:9][CH:6]1[CH2:7][CH2:8][CH:3]([CH2:11][OH:12])[CH2:4][CH2:5]1)[C:14]1[CH:19]=[CH:18][CH:17]=[CH:16][CH:15]=1, predict the reactants needed to synthesize it. The reactants are: [H-].[Na+].[C@H:3]1([CH2:11][OH:12])[CH2:8][CH2:7][C@H:6]([CH2:9][OH:10])[CH2:5][CH2:4]1.[CH2:13](Br)[C:14]1[CH:19]=[CH:18][CH:17]=[CH:16][CH:15]=1.O. (3) Given the product [ClH:1].[N:2]12[CH2:9][CH2:8][CH:5]([CH2:6][CH2:7]1)[C@H:4]([NH:10][C:11]([C:13]1[O:14][C:15]3[C:21]([C:22]4[CH:30]=[CH:29][CH:28]=[C:24]([C:25]([NH:36][CH2:35][CH2:34][CH2:33][O:32][CH3:31])=[O:27])[CH:23]=4)=[CH:20][CH:19]=[CH:18][C:16]=3[CH:17]=1)=[O:12])[CH2:3]2, predict the reactants needed to synthesize it. The reactants are: [ClH:1].[N:2]12[CH2:9][CH2:8][CH:5]([CH2:6][CH2:7]1)[C@H:4]([NH:10][C:11]([C:13]1[O:14][C:15]3[C:21]([C:22]4[CH:23]=[C:24]([CH:28]=[CH:29][CH:30]=4)[C:25]([OH:27])=O)=[CH:20][CH:19]=[CH:18][C:16]=3[CH:17]=1)=[O:12])[CH2:3]2.[CH3:31][O:32][CH2:33][CH2:34][CH2:35][NH2:36]. (4) Given the product [CH3:25][O:26][C:27](=[O:34])[C@H:28]([CH2:30][CH2:31][S:32][CH3:33])[NH:29][C:14](=[O:15])[C:13]1[CH:17]=[CH:18][C:10]([S:7]([C:2]2[CH:3]=[CH:4][CH:5]=[CH:6][N:1]=2)(=[O:9])=[O:8])=[CH:11][C:12]=1[C:19]1[CH:20]=[CH:21][CH:22]=[CH:23][CH:24]=1, predict the reactants needed to synthesize it. The reactants are: [N:1]1[CH:6]=[CH:5][CH:4]=[CH:3][C:2]=1[S:7]([C:10]1[CH:18]=[CH:17][C:13]([C:14](O)=[O:15])=[C:12]([C:19]2[CH:24]=[CH:23][CH:22]=[CH:21][CH:20]=2)[CH:11]=1)(=[O:9])=[O:8].[CH3:25][O:26][C:27](=[O:34])[C@H:28]([CH2:30][CH2:31][S:32][CH3:33])[NH2:29]. (5) Given the product [Br:1][C:2]1[CH:8]=[CH:7][C:5]([I:15])=[C:4]([O:9][CH3:10])[CH:3]=1, predict the reactants needed to synthesize it. The reactants are: [Br:1][C:2]1[CH:8]=[CH:7][C:5](N)=[C:4]([O:9][CH3:10])[CH:3]=1.N([O-])=O.[Na+].[I-:15].[K+].Br.C(=O)([O-])[O-].[Na+].[Na+]. (6) Given the product [C:35]1([C:21]([C:15]2[CH:16]=[CH:17][CH:18]=[CH:19][CH:20]=2)([C:29]2[CH:30]=[CH:31][CH:32]=[CH:33][CH:34]=2)[N:22]2[CH:26]=[C:25]([CH2:27][N:12]3[C@H:13]4[C@H:8]([CH2:7][CH2:6][C:5]5[C:14]4=[N:1][CH:2]=[CH:3][CH:4]=5)[CH2:9][CH2:10][CH2:11]3)[N:24]=[CH:23]2)[CH:40]=[CH:39][CH:38]=[CH:37][CH:36]=1, predict the reactants needed to synthesize it. The reactants are: [NH:1]1[C@H:14]2[C@H:5]([CH2:6][CH2:7][C:8]3[C:13]2=[N:12][CH:11]=[CH:10][CH:9]=3)[CH2:4][CH2:3][CH2:2]1.[C:15]1([C:21]([C:35]2[CH:40]=[CH:39][CH:38]=[CH:37][CH:36]=2)([C:29]2[CH:34]=[CH:33][CH:32]=[CH:31][CH:30]=2)[N:22]2[CH:26]=[C:25]([CH:27]=O)[N:24]=[CH:23]2)[CH:20]=[CH:19][CH:18]=[CH:17][CH:16]=1.C(O)(=O)C.C(O[BH-](OC(=O)C)OC(=O)C)(=O)C.[Na+]. (7) Given the product [CH3:12][CH:13]1[CH2:18][CH2:17][N:16]([C:19]([O:11][C:10]2[C:5]3[C:6](=[N:7][C:2]([Cl:1])=[CH:3][CH:4]=3)[O:8][N:9]=2)=[O:20])[CH2:15][CH2:14]1, predict the reactants needed to synthesize it. The reactants are: [Cl:1][C:2]1[N:7]=[C:6]2[O:8][N:9]=[C:10]([OH:11])[C:5]2=[CH:4][CH:3]=1.[CH3:12][CH:13]1[CH2:18][CH2:17][N:16]([C:19](Cl)=[O:20])[CH2:15][CH2:14]1.